Dataset: NCI-60 drug combinations with 297,098 pairs across 59 cell lines. Task: Regression. Given two drug SMILES strings and cell line genomic features, predict the synergy score measuring deviation from expected non-interaction effect. Drug 1: CC1CCC2CC(C(=CC=CC=CC(CC(C(=O)C(C(C(=CC(C(=O)CC(OC(=O)C3CCCCN3C(=O)C(=O)C1(O2)O)C(C)CC4CCC(C(C4)OC)O)C)C)O)OC)C)C)C)OC. Drug 2: CS(=O)(=O)OCCCCOS(=O)(=O)C. Cell line: SK-OV-3. Synergy scores: CSS=3.07, Synergy_ZIP=-4.24, Synergy_Bliss=1.44, Synergy_Loewe=-14.2, Synergy_HSA=0.344.